Dataset: Catalyst prediction with 721,799 reactions and 888 catalyst types from USPTO. Task: Predict which catalyst facilitates the given reaction. (1) Reactant: [Si](O[C@H]([C@H]1C[C@@H](OCCC)CN1C(OC(C)(C)C)=O)[C@@H:10]([NH:20][C:21](=[O:38])[C:22]1[CH:27]=[CH:26][CH:25]=[C:24]([C:28]([N:30]2[CH2:34][CH2:33][CH2:32][C@@H:31]2[CH2:35]OC)=[O:29])[CH:23]=1)[CH2:11]C1C=C(F)C=C(F)C=1)(C(C)(C)C)(C)C.C(OC([C@@H:65]([CH2:93][C:94]1[CH:99]=[CH:98][CH:97]=[CH:96][CH:95]=1)[C@@H:66]([C@H:75]1[CH2:79][C@@H:78]([S:80]([CH2:83][CH2:84][CH3:85])(=[O:82])=[O:81])[CH2:77][N:76]1C(OC(C)(C)C)=O)[O:67][Si](C(C)(C)C)(C)C)=O)C1C=CC=CC=1.C([O:104][C:105]([N:107]1C[C@H](OCCC)C[C@@H]1[C@@H](O[Si](C(C)(C)C)(C)C)[C@@H](NC(C1C=C(C=CC=1)C(O)=O)=O)CC1C=C(F)C=C(F)C=1)=O)(C)(C)C.OOS([O-])=O.[K+].[CH3:153]O. Product: [OH:67][C@H:66]([C@H:75]1[CH2:79][C@@H:78]([S:80]([CH2:83][CH2:84][CH3:85])(=[O:81])=[O:82])[CH2:77][NH:76]1)[C@@H:65]([NH:107][C:105](=[O:104])[C:26]1[CH:27]=[C:22]([C:21]2[O:38][CH:11]=[CH:10][N:20]=2)[CH:23]=[C:24]([C:28]([N:30]([CH2:31][CH2:35][CH3:153])[CH2:34][CH2:33][CH3:32])=[O:29])[CH:25]=1)[CH2:93][C:94]1[CH:95]=[CH:96][CH:97]=[CH:98][CH:99]=1. The catalyst class is: 6. (2) Reactant: [C:1]([O:6][C:7]1([CH2:17][CH3:18])[CH:14]2[CH2:15][CH:10]3[CH2:11][CH:12]([CH2:16][CH:8]1[CH2:9]3)[CH2:13]2)(=[O:5])[C:2]([CH3:4])=[CH2:3].C([O:22][C:23]1[CH:30]=[CH:29][C:26]([CH:27]=[CH2:28])=[CH:25][CH:24]=1)(=O)C.CO.C(O)(=O)C. Product: [C:1]([O:6][C:7]1([CH2:17][CH3:18])[CH:8]2[CH2:16][CH:12]3[CH2:11][CH:10]([CH2:15][CH:14]1[CH2:13]3)[CH2:9]2)(=[O:5])[C:2]([CH3:4])=[CH2:3].[OH:22][C:23]1[CH:30]=[CH:29][C:26]([CH:27]=[CH2:28])=[CH:25][CH:24]=1. The catalyst class is: 777. (3) Reactant: [F:1][C:2]([F:47])([F:46])[C:3]1[CH:4]=[C:5]([CH:43]=[CH:44][CH:45]=1)[CH2:6][NH:7][C:8]([C:10]1[CH:15]=[CH:14][N:13]=[C:12]([C:16]2[CH:21]=[C:20]([F:22])[CH:19]=[CH:18][C:17]=2[NH:23][C:24]([C:26]2[CH:27]=[C:28]([CH:40]=[CH:41][CH:42]=2)[CH2:29][S:30][CH2:31][CH2:32][C:33]([O:35]C(C)(C)C)=[O:34])=[O:25])[CH:11]=1)=[O:9].FC(F)(F)C(O)=O. Product: [F:46][C:2]([F:1])([F:47])[C:3]1[CH:4]=[C:5]([CH:43]=[CH:44][CH:45]=1)[CH2:6][NH:7][C:8]([C:10]1[CH:15]=[CH:14][N:13]=[C:12]([C:16]2[CH:21]=[C:20]([F:22])[CH:19]=[CH:18][C:17]=2[NH:23][C:24]([C:26]2[CH:27]=[C:28]([CH:40]=[CH:41][CH:42]=2)[CH2:29][S:30][CH2:31][CH2:32][C:33]([OH:35])=[O:34])=[O:25])[CH:11]=1)=[O:9]. The catalyst class is: 4. (4) Reactant: [F:1][C:2]([F:7])([F:6])[C:3]([OH:5])=[O:4].C(OC(=O)[NH:14][CH2:15][C:16](=[O:23])[NH:17][CH2:18][C:19]([F:22])([F:21])[F:20])(C)(C)C. Product: [F:1][C:2]([F:7])([F:6])[C:3]([O-:5])=[O:4].[F:20][C:19]([F:22])([F:21])[CH2:18][NH:17][C:16]([CH2:15][NH3+:14])=[O:23]. The catalyst class is: 4. (5) Reactant: [Cl:1][C:2]1[N:7]=[C:6](Cl)[C:5]([N+:9]([O-:11])=[O:10])=[CH:4][N:3]=1.[Br:12][C:13]1[CH:14]=[CH:15][C:16]([Cl:21])=[C:17]([CH:20]=1)[CH2:18][NH2:19].C(N(C(C)C)CC)(C)C.O. Product: [Br:12][C:13]1[CH:14]=[CH:15][C:16]([Cl:21])=[C:17]([CH:20]=1)[CH2:18][NH:19][C:6]1[C:5]([N+:9]([O-:11])=[O:10])=[CH:4][N:3]=[C:2]([Cl:1])[N:7]=1. The catalyst class is: 1.